Task: Regression. Given a peptide amino acid sequence and an MHC pseudo amino acid sequence, predict their binding affinity value. This is MHC class I binding data.. Dataset: Peptide-MHC class I binding affinity with 185,985 pairs from IEDB/IMGT (1) The peptide sequence is TPVSMTYLY. The MHC is HLA-B35:01 with pseudo-sequence HLA-B35:01. The binding affinity (normalized) is 1.00. (2) The peptide sequence is FKFRDLLFKLL. The MHC is H-2-Kb with pseudo-sequence H-2-Kb. The binding affinity (normalized) is 0.224. (3) The peptide sequence is NYMPYVFTL. The MHC is HLA-A29:02 with pseudo-sequence HLA-A29:02. The binding affinity (normalized) is 0.454. (4) The binding affinity (normalized) is 0.956. The MHC is HLA-B57:01 with pseudo-sequence HLA-B57:01. The peptide sequence is VTARWLWGF. (5) The peptide sequence is SSDDIPPRW. The MHC is HLA-A68:02 with pseudo-sequence HLA-A68:02. The binding affinity (normalized) is 0.0847. (6) The peptide sequence is VPGLSPEAL. The MHC is HLA-B27:05 with pseudo-sequence HLA-B27:05. The binding affinity (normalized) is 0.213.